Dataset: Reaction yield outcomes from USPTO patents with 853,638 reactions. Task: Predict the reaction yield, written as a fraction of the theoretical maximum amount of product (1.0 means a 100% yield; for example, 0.34 means a 34% yield). (1) The reactants are [CH:1]1[C:13]2[NH:12][C:11]3[C:6](=[CH:7][CH:8]=[CH:9][CH:10]=3)[C:5]=2[CH:4]=[CH:3][CH:2]=1.[H-].[Na+].Br[CH2:17][CH2:18][CH2:19][CH2:20][CH2:21][CH2:22][C:23]([O:25][CH2:26][CH3:27])=[O:24]. The product is [CH2:26]([O:25][C:23](=[O:24])[CH2:22][CH2:21][CH2:20][CH2:19][CH2:18][CH2:17][N:12]1[C:11]2[CH:10]=[CH:9][CH:8]=[CH:7][C:6]=2[C:5]2[C:13]1=[CH:1][CH:2]=[CH:3][CH:4]=2)[CH3:27]. No catalyst specified. The yield is 0.660. (2) The reactants are [I:1][CH3:2].[Cl:3][C:4]1[N:5]=[CH:6][N:7]([C:9]2[C:14]([F:15])=[CH:13][C:12]([NH:16][C:17]([NH2:19])=[S:18])=[CH:11][C:10]=2[F:20])[CH:8]=1. The catalyst is C(O)C. The product is [IH:1].[Cl:3][C:4]1[N:5]=[CH:6][N:7]([C:9]2[C:10]([F:20])=[CH:11][C:12]([NH:16][C:17]([S:18][CH3:2])=[NH:19])=[CH:13][C:14]=2[F:15])[CH:8]=1. The yield is 1.00. (3) The reactants are [CH:1]1([C:4]([NH:6][C:7]2[N:8]=[C:9]3[CH:14]=[CH:13][C:12]([O:15][C:16]4[CH:17]=[CH:18][C:19]([F:32])=[C:20]([NH:22][C:23]([C:25]5[N:29]([CH3:30])[N:28]=[C:27]([CH3:31])[CH:26]=5)=[O:24])[CH:21]=4)=[N:11][N:10]3[CH:33]=2)=[O:5])[CH2:3][CH2:2]1.O.[C:35]1([S:41]([OH:44])(=[O:43])=[O:42])[CH:40]=[CH:39][CH:38]=[CH:37][CH:36]=1. The catalyst is C(O)C. The product is [C:35]1([S:41]([OH:44])(=[O:43])=[O:42])[CH:40]=[CH:39][CH:38]=[CH:37][CH:36]=1.[CH:1]1([C:4]([NH:6][C:7]2[N:8]=[C:9]3[CH:14]=[CH:13][C:12]([O:15][C:16]4[CH:17]=[CH:18][C:19]([F:32])=[C:20]([NH:22][C:23]([C:25]5[N:29]([CH3:30])[N:28]=[C:27]([CH3:31])[CH:26]=5)=[O:24])[CH:21]=4)=[N:11][N:10]3[CH:33]=2)=[O:5])[CH2:3][CH2:2]1. The yield is 0.860. (4) The reactants are C(=O)([O-])[O-].[K+].[K+].ClC1C=C(C=CC=1)C(O)=O.[NH:17]1[C:21]2=[N+:22]([O-:26])[CH:23]=[CH:24][CH:25]=[C:20]2[CH:19]=[CH:18]1. The product is [NH:17]1[C:21]2=[N+:22]([O-:26])[CH:23]=[CH:24][CH:25]=[C:20]2[CH:19]=[CH:18]1. The catalyst is O. The yield is 0.730.